Dataset: Aqueous solubility values for 9,982 compounds from the AqSolDB database. Task: Regression/Classification. Given a drug SMILES string, predict its absorption, distribution, metabolism, or excretion properties. Task type varies by dataset: regression for continuous measurements (e.g., permeability, clearance, half-life) or binary classification for categorical outcomes (e.g., BBB penetration, CYP inhibition). For this dataset (solubility_aqsoldb), we predict Y. (1) The molecule is NC(=O)CF. The Y is 1.11 log mol/L. (2) The Y is 0.0533 log mol/L. The drug is OCCCOCC(OCCCO)C(OCCCO)C(OCCCO)C(COCCCO)OCCCO. (3) The drug is OCC(O)C(O)C(O)C(O)C(O)CO. The Y is 0.372 log mol/L. (4) The drug is CCCCCCCCCCCCCCCCCCCCCCOC(=O)CCCCCCCCCCCCCCCCCCCCC. The Y is -7.11 log mol/L.